From a dataset of Full USPTO retrosynthesis dataset with 1.9M reactions from patents (1976-2016). Predict the reactants needed to synthesize the given product. (1) Given the product [NH2:18][C:19]1[C:24]2[CH:25]=[C:26]([CH2:28][CH:29]([NH:39][S:13]([N:9]3[CH2:8][C:7]4[CH:17]=[C:3]([O:2][CH3:1])[CH:4]=[CH:5][C:6]=4[O:12][CH2:11][CH2:10]3)(=[O:15])=[O:14])[C:30]([N:32]3[CH2:33][CH2:34][CH:35]([CH3:38])[CH2:36][CH2:37]3)=[O:31])[S:27][C:23]=2[CH:22]=[CH:21][N:20]=1, predict the reactants needed to synthesize it. The reactants are: [CH3:1][O:2][C:3]1[CH:4]=[CH:5][C:6]2[O:12][CH2:11][CH2:10][N:9]([S:13](Cl)(=[O:15])=[O:14])[CH2:8][C:7]=2[CH:17]=1.[NH2:18][C:19]1[C:24]2[CH:25]=[C:26]([CH2:28][CH:29]([NH:39]S(C3C=CC(OC4CCOCC4)=CC=3)(=O)=O)[C:30]([N:32]3[CH2:37][CH2:36][CH:35]([CH3:38])[CH2:34][CH2:33]3)=[O:31])[S:27][C:23]=2[CH:22]=[CH:21][N:20]=1. (2) Given the product [Cl:31][C:32]1[CH:39]=[CH:38][C:35]([CH2:36][NH:8][CH2:9][CH2:10][NH:11][C:12]([C:14]2[S:15][CH:16]=[CH:17][C:18]=2[NH:19][C:20]2[CH:25]=[CH:24][N:23]=[C:22]3[NH:26][CH:27]=[CH:28][C:21]=23)=[O:13])=[CH:34][C:33]=1[C:40]([F:43])([F:42])[F:41], predict the reactants needed to synthesize it. The reactants are: COC1C=CC(C[NH:8][CH2:9][CH2:10][NH:11][C:12]([C:14]2[S:15][CH:16]=[CH:17][C:18]=2[NH:19][C:20]2[CH:25]=[CH:24][N:23]=[C:22]3[NH:26][CH:27]=[CH:28][C:21]=23)=[O:13])=CC=1.[Cl:31][C:32]1[CH:39]=[CH:38][C:35]([CH:36]=O)=[CH:34][C:33]=1[C:40]([F:43])([F:42])[F:41]. (3) Given the product [NH2:32][C@:16]12[CH2:28][CH2:27][C@@H:26]([C:29]([CH3:31])=[CH2:30])[C@@H:17]1[C@@H:18]1[C@@:13]([CH3:33])([CH2:14][CH2:15]2)[C@@:12]2([CH3:34])[C@@H:21]([C@:22]3([CH3:25])[C@@H:9]([CH2:10][CH2:11]2)[C:8]([CH3:35])([CH3:36])[C:7]([C:47]2[CH2:52][CH2:51][C:50]([C:53]([O:55][CH2:56][CH3:57])=[O:54])([C:58]([O:60][CH2:61][CH3:62])=[O:59])[CH2:49][CH:48]=2)=[CH:24][CH2:23]3)[CH2:20][CH2:19]1, predict the reactants needed to synthesize it. The reactants are: FC(F)(F)S(O[C:7]1[C:8]([CH3:36])([CH3:35])[C@H:9]2[C@:22]([CH3:25])([CH2:23][CH:24]=1)[C@@H:21]1[C@:12]([CH3:34])([C@@:13]3([CH3:33])[C@H:18]([CH2:19][CH2:20]1)[C@H:17]1[C@H:26]([C:29]([CH3:31])=[CH2:30])[CH2:27][CH2:28][C@:16]1([NH2:32])[CH2:15][CH2:14]3)[CH2:11][CH2:10]2)(=O)=O.CC1(C)C(C)(C)OB([C:47]2[CH2:52][CH2:51][C:50]([C:58]([O:60][CH2:61][CH3:62])=[O:59])([C:53]([O:55][CH2:56][CH3:57])=[O:54])[CH2:49][CH:48]=2)O1.O.C(=O)([O-])[O-].[Na+].[Na+]. (4) The reactants are: [OH:1][C:2]1[CH:35]=[CH:34][C:5]([CH2:6][NH:7][C:8]2[N:13]=[C:12]([O:14][CH2:15][C:16]([F:19])([F:18])[F:17])[N:11]=[C:10]([NH:20][C:21]3[CH:33]=[CH:32][C:24]([C:25]([O:27][C:28]([CH3:31])([CH3:30])[CH3:29])=[O:26])=[CH:23][CH:22]=3)[N:9]=2)=[CH:4][CH:3]=1.[Cl:36][CH2:37][C:38]([CH2:40]Cl)=[CH2:39].C([O-])([O-])=O.[K+].[K+]. Given the product [Cl:36][CH2:37][C:38](=[CH2:39])[CH2:40][O:1][C:2]1[CH:35]=[CH:34][C:5]([CH2:6][NH:7][C:8]2[N:13]=[C:12]([O:14][CH2:15][C:16]([F:19])([F:17])[F:18])[N:11]=[C:10]([NH:20][C:21]3[CH:33]=[CH:32][C:24]([C:25]([O:27][C:28]([CH3:30])([CH3:31])[CH3:29])=[O:26])=[CH:23][CH:22]=3)[N:9]=2)=[CH:4][CH:3]=1, predict the reactants needed to synthesize it. (5) The reactants are: N1N=C(C2C=CC=CC=2C(N2CC3CN(C(OC(C)(C)C)=O)CC3C2)=O)NC=1.[CH3:29][C:30]1[CH:35]=[C:34]([CH3:36])[N:33]=[C:32]([N:37]2[CH2:44][CH:43]3[CH:39]([CH2:40][NH:41][CH2:42]3)[CH2:38]2)[N:31]=1.C(OC(N1CC2C(CNC2)C1)=O)(C)(C)C.[F:60][C:61]1[CH:69]=[CH:68][CH:67]=[C:66]([C:70]2[O:74][N:73]=[C:72]([CH3:75])[N:71]=2)[C:62]=1[C:63](O)=[O:64].N1N=C(C2C=CC=CC=2C(O)=O)NC=1. Given the product [CH3:29][C:30]1[CH:35]=[C:34]([CH3:36])[N:33]=[C:32]([N:37]2[CH2:44][CH:43]3[CH:39]([CH2:40][N:41]([C:63]([C:62]4[C:66]([C:70]5[O:74][N:73]=[C:72]([CH3:75])[N:71]=5)=[CH:67][CH:68]=[CH:69][C:61]=4[F:60])=[O:64])[CH2:42]3)[CH2:38]2)[N:31]=1, predict the reactants needed to synthesize it.